This data is from Catalyst prediction with 721,799 reactions and 888 catalyst types from USPTO. The task is: Predict which catalyst facilitates the given reaction. Reactant: [C:1]([CH2:4][CH:5]1[C:9]2[CH:10]=[CH:11][CH:12]=[CH:13][C:8]=2[O:7][CH2:6]1)([OH:3])=[O:2].[Br:14]Br. Product: [Br:14][C:11]1[CH:12]=[CH:13][C:8]2[O:7][CH2:6][CH:5]([CH2:4][C:1]([OH:3])=[O:2])[C:9]=2[CH:10]=1. The catalyst class is: 2.